Dataset: Full USPTO retrosynthesis dataset with 1.9M reactions from patents (1976-2016). Task: Predict the reactants needed to synthesize the given product. (1) Given the product [Br:13][C:11]1[S:10][C:9]2=[C:14]([O:15][C:17](=[O:20])[CH:30]([CH2:23][CH2:24][CH2:25][CH2:26][CH2:27][CH2:28][CH3:29])[CH2:34][CH2:35][CH2:36][CH2:37][CH2:38][CH2:39][CH2:40][CH2:41][CH3:42])[C:4]3[CH:3]=[C:2]([Br:1])[S:6][C:5]=3[C:7]([O:16][C:31](=[O:32])[CH:30]([CH2:23][CH2:24][CH2:25][CH2:26][CH2:27][CH2:28][CH3:29])[CH2:34][CH2:35][CH2:36][CH2:37][CH2:38][CH2:39][CH2:40][CH2:41][CH3:42])=[C:8]2[CH:12]=1, predict the reactants needed to synthesize it. The reactants are: [Br:1][C:2]1[S:6][C:5]2[C:7](=[O:16])[C:8]3[CH:12]=[C:11]([Br:13])[S:10][C:9]=3[C:14](=[O:15])[C:4]=2[CH:3]=1.[C:17](=[O:20])([O-])[O-].[K+].[K+].[CH2:23]([CH:30]([CH2:34][CH2:35][CH2:36][CH2:37][CH2:38][CH2:39][CH2:40][CH2:41][CH3:42])[C:31](Cl)=[O:32])[CH2:24][CH2:25][CH2:26][CH2:27][CH2:28][CH3:29]. (2) Given the product [CH:1]1([CH2:6][CH:7]([C:22]2[NH:31][C:25]3=[N:26][CH:27]=[C:28]([F:30])[CH:29]=[C:24]3[CH:23]=2)[C:8]2[CH:13]=[CH:12][C:11]([S:14]([CH2:17][CH2:18][O:19][CH2:20][CH3:21])(=[O:16])=[O:15])=[CH:10][CH:9]=2)[CH2:5][CH2:4][CH2:3][CH2:2]1, predict the reactants needed to synthesize it. The reactants are: [CH:1]1([CH:6]=[C:7]([C:22]2[NH:31][C:25]3=[N:26][CH:27]=[C:28]([F:30])[CH:29]=[C:24]3[CH:23]=2)[C:8]2[CH:13]=[CH:12][C:11]([S:14]([CH2:17][CH2:18][O:19][CH2:20][CH3:21])(=[O:16])=[O:15])=[CH:10][CH:9]=2)[CH2:5][CH2:4][CH2:3][CH2:2]1. (3) Given the product [CH3:8][O:7][C:5](=[O:6])[C:4]1[CH:3]=[C:2]([O:1][CH2:19][O:20][CH3:21])[CH:11]=[C:10]([O:12][CH2:23][O:16][CH3:13])[CH:9]=1, predict the reactants needed to synthesize it. The reactants are: [OH:1][C:2]1[CH:3]=[C:4]([CH:9]=[C:10]([OH:12])[CH:11]=1)[C:5]([O:7][CH3:8])=[O:6].[C:13]([O-:16])([O-])=O.[K+].[K+].[CH2:19](Cl)[O:20][CH3:21].[CH3:23]C#N. (4) Given the product [C:29]([O:28][C:26](=[O:27])[CH2:25][O:21][CH2:20][C:4]1[CH:3]=[C:2]([Br:1])[C:7](/[CH:8]=[CH:9]/[C:10]2[CH:15]=[CH:14][CH:13]=[C:12]([N+:16]([O-:18])=[O:17])[CH:11]=2)=[C:6]([Br:19])[CH:5]=1)([CH3:32])([CH3:31])[CH3:30], predict the reactants needed to synthesize it. The reactants are: [Br:1][C:2]1[CH:3]=[C:4]([CH2:20][OH:21])[CH:5]=[C:6]([Br:19])[C:7]=1/[CH:8]=[CH:9]/[C:10]1[CH:15]=[CH:14][CH:13]=[C:12]([N+:16]([O-:18])=[O:17])[CH:11]=1.[H-].[Na+].Br[CH2:25][C:26]([O:28][C:29]([CH3:32])([CH3:31])[CH3:30])=[O:27].C(OCC)(=O)C. (5) Given the product [CH3:1][O:2][C:3]([C:5]1[CH:13]=[C:12]2[C:8]([CH:9]=[N:10][N:11]2[C:22]2[CH:27]=[CH:26][CH:25]=[CH:24][CH:23]=2)=[C:7]([C:14]2[CH:19]=[CH:18][C:17]([CH3:20])=[CH:16][N:15]=2)[CH:6]=1)=[O:4], predict the reactants needed to synthesize it. The reactants are: [CH3:1][O:2][C:3]([C:5]1[CH:13]=[C:12]2[C:8]([CH:9]=[N:10][NH:11]2)=[C:7]([C:14]2[CH:19]=[CH:18][C:17]([CH3:20])=[CH:16][N:15]=2)[CH:6]=1)=[O:4].I[C:22]1[CH:27]=[CH:26][CH:25]=[CH:24][CH:23]=1.CN[C@H]1CCCC[C@@H]1NC.C([O-])([O-])=O.[Cs+].[Cs+].